This data is from Full USPTO retrosynthesis dataset with 1.9M reactions from patents (1976-2016). The task is: Predict the reactants needed to synthesize the given product. (1) Given the product [CH:21]1[C:20]2[C:25](=[N:26][C:27]3[C:32]([C:19]=2[NH:12][C:8]2[CH:9]=[CH:10][CH:11]=[C:6]([CH2:5][N:4]([CH2:15][CH2:16][Cl:17])[CH2:3][CH2:2][Cl:1])[CH:7]=2)=[CH:31][CH:30]=[CH:29][CH:28]=3)[CH:24]=[CH:23][CH:22]=1, predict the reactants needed to synthesize it. The reactants are: [Cl:1][CH2:2][CH2:3][N:4]([CH2:15][CH2:16][Cl:17])[CH2:5][C:6]1[CH:11]=[CH:10][CH:9]=[C:8]([N+:12]([O-])=O)[CH:7]=1.Cl[C:19]1[C:20]2[C:25]([N:26]=[C:27]3[C:32]=1[CH:31]=[CH:30][CH:29]=[CH:28]3)=[CH:24][CH:23]=[CH:22][CH:21]=2. (2) Given the product [ClH:1].[C:14]1([C@H:13]2[C@@H:12]([C:20]3[CH:25]=[CH:24][CH:23]=[CH:22][CH:21]=3)[NH:11][C:10]([N:26]([CH2:28][C:29]3[CH:30]=[CH:31][CH:32]=[CH:33][CH:34]=3)[CH3:27])=[N:9]2)[CH:19]=[CH:18][CH:17]=[CH:16][CH:15]=1, predict the reactants needed to synthesize it. The reactants are: [ClH:1].C(OC([N:9]1[C@H:13]([C:14]2[CH:19]=[CH:18][CH:17]=[CH:16][CH:15]=2)[C@H:12]([C:20]2[CH:25]=[CH:24][CH:23]=[CH:22][CH:21]=2)[N:11]=[C:10]1[N:26]([CH2:28][C:29]1[CH:34]=[CH:33][CH:32]=[CH:31][CH:30]=1)[CH3:27])=O)(C)(C)C.